Task: Predict the product of the given reaction.. Dataset: Forward reaction prediction with 1.9M reactions from USPTO patents (1976-2016) Given the reactants [Cl:1][C:2]1[C:3]([N+]([O-])=O)=[C:4]([C:8]2[N:12]([CH2:13][CH:14]([OH:19])[C:15]([CH3:18])([CH3:17])[CH3:16])[C:11]3[CH:20]=[CH:21][CH:22]=[C:23]([CH3:24])[C:10]=3[N:9]=2)[CH:5]=[CH:6][CH:7]=1.[H-].[Na+], predict the reaction product. The product is: [C:15]([CH:14]1[CH2:13][N:12]2[C:8](=[N:9][C:10]3[C:23]([CH3:24])=[CH:22][CH:21]=[CH:20][C:11]=32)[C:4]2[CH:5]=[CH:6][CH:7]=[C:2]([Cl:1])[C:3]=2[O:19]1)([CH3:18])([CH3:17])[CH3:16].